This data is from Full USPTO retrosynthesis dataset with 1.9M reactions from patents (1976-2016). The task is: Predict the reactants needed to synthesize the given product. (1) Given the product [CH3:1][C:2]1([CH3:28])[CH2:11][CH2:10][C:9]([CH3:12])([CH3:13])[C:8]2[CH:7]=[C:6]([C:14]([O:16][CH2:17][CH2:18][C:19]3[CH:20]=[CH:21][C:22]([NH2:25])=[CH:23][CH:24]=3)=[O:15])[CH:5]=[CH:4][C:3]1=2, predict the reactants needed to synthesize it. The reactants are: [CH3:1][C:2]1([CH3:28])[CH2:11][CH2:10][C:9]([CH3:13])([CH3:12])[C:8]2[CH:7]=[C:6]([C:14]([O:16][CH2:17][CH2:18][C:19]3[CH:24]=[CH:23][C:22]([N+:25]([O-])=O)=[CH:21][CH:20]=3)=[O:15])[CH:5]=[CH:4][C:3]1=2. (2) The reactants are: [CH3:1][C:2]1[C:3](I)=[C:4]([OH:23])[CH:5]=[C:6]([CH3:22])[C:7]=1[CH2:8][C:9]1[CH:14]=[CH:13][C:12]([O:15][CH2:16][O:17][CH3:18])=[C:11]([CH:19]([CH3:21])[CH3:20])[CH:10]=1. Given the product [CH3:1][C:2]1[C:7]([CH2:8][C:9]2[CH:14]=[CH:13][C:12]([O:15][CH2:16][O:17][CH3:18])=[C:11]([CH:19]([CH3:21])[CH3:20])[CH:10]=2)=[C:6]([CH3:22])[CH:5]=[C:4]([OH:23])[C:3]=1[C:16]([O:15][CH3:12])=[O:17], predict the reactants needed to synthesize it. (3) Given the product [C:1]([O:5][C:6](=[O:27])[NH:7][C:8]1[CH:13]=[CH:12][CH:11]=[CH:10][C:9]=1[NH:14][C:15]([C:17]1[O:18][C:19]2[CH:25]=[CH:24][C:23]([CH:31]=[CH2:32])=[CH:22][C:20]=2[CH:21]=1)=[O:16])([CH3:4])([CH3:3])[CH3:2], predict the reactants needed to synthesize it. The reactants are: [C:1]([O:5][C:6](=[O:27])[NH:7][C:8]1[CH:13]=[CH:12][CH:11]=[CH:10][C:9]=1[NH:14][C:15]([C:17]1[O:18][C:19]2[CH:25]=[CH:24][C:23](Br)=[CH:22][C:20]=2[CH:21]=1)=[O:16])([CH3:4])([CH3:3])[CH3:2].C[O-].[Na+].[CH2:31](OB(C=C)OCCCC)[CH2:32]CC.C(O)(=O)CC(CC(O)=O)(C(O)=O)O. (4) Given the product [Cl:1][C:2]1[C:3]([NH:18][CH:19]2[CH2:26][CH:22]3[CH2:23][N:24]([C:30](=[O:31])[CH2:29][C:27]#[N:28])[CH2:25][CH:21]3[CH2:20]2)=[N:4][C:5]([NH:8][C:9]2[N:13]([CH3:14])[N:12]=[C:11]([CH:15]3[CH2:17][CH2:16]3)[CH:10]=2)=[N:6][CH:7]=1, predict the reactants needed to synthesize it. The reactants are: [Cl:1][C:2]1[C:3]([NH:18][CH:19]2[CH2:26][CH:22]3[CH2:23][NH:24][CH2:25][CH:21]3[CH2:20]2)=[N:4][C:5]([NH:8][C:9]2[N:13]([CH3:14])[N:12]=[C:11]([CH:15]3[CH2:17][CH2:16]3)[CH:10]=2)=[N:6][CH:7]=1.[C:27]([CH2:29][C:30](O)=[O:31])#[N:28].CCN=C=NCCCN(C)C.C1C=NC2N(O)N=NC=2C=1.